Dataset: Forward reaction prediction with 1.9M reactions from USPTO patents (1976-2016). Task: Predict the product of the given reaction. Given the reactants [Cl:1][C:2]1[CH:7]=[CH:6][C:5]([N+:8]([O-])=O)=[CH:4][C:3]=1[OH:11].[Cl-].[NH4+], predict the reaction product. The product is: [NH2:8][C:5]1[CH:6]=[CH:7][C:2]([Cl:1])=[C:3]([OH:11])[CH:4]=1.